Dataset: Reaction yield outcomes from USPTO patents with 853,638 reactions. Task: Predict the reaction yield, written as a fraction of the theoretical maximum amount of product (1.0 means a 100% yield; for example, 0.34 means a 34% yield). (1) The reactants are Cl[C:2]1[CH:3]=[C:4]([CH:22]=[CH:23][N:24]=1)[C:5]([NH:7][C:8]1[S:9][CH:10]=[C:11]([C:13]2[C:18]([CH3:19])=[CH:17][C:16]([CH3:20])=[CH:15][C:14]=2[CH3:21])[N:12]=1)=[O:6].[NH:25]1[CH2:30][CH2:29][CH2:28][CH2:27][CH2:26]1.O. The catalyst is CN1CCCC1=O. The product is [C:14]1([CH3:21])[CH:15]=[C:16]([CH3:20])[CH:17]=[C:18]([CH3:19])[C:13]=1[C:11]1[N:12]=[C:8]([NH:7][C:5](=[O:6])[C:4]2[CH:22]=[CH:23][N:24]=[C:2]([N:25]3[CH2:30][CH2:29][CH2:28][CH2:27][CH2:26]3)[CH:3]=2)[S:9][CH:10]=1. The yield is 0.380. (2) The reactants are [CH2:1]([O:3][C:4]([C:6]1[NH:7][C:8]2[C:13]([CH:14]=1)=[CH:12][C:11]([OH:15])=[CH:10][CH:9]=2)=[O:5])[CH3:2].[CH:16]([N:19]1[CH2:24][CH2:23][CH:22](O)[CH2:21]C1)([CH3:18])[CH3:17].C1(P(C2C=CC=CC=2)C2C=CC=CC=2)C=CC=CC=1.CC(OC(/N=N/C(OC(C)C)=O)=O)C. The catalyst is O1CCCC1. The product is [CH2:1]([O:3][C:4]([C:6]1[NH:7][C:8]2[C:13]([CH:14]=1)=[CH:12][C:11]([O:15][CH:22]1[CH2:23][CH2:24][N:19]([CH:16]([CH3:17])[CH3:18])[CH2:21]1)=[CH:10][CH:9]=2)=[O:5])[CH3:2]. The yield is 0.430. (3) The reactants are [CH3:1][O:2][C:3](=[O:15])[CH:4](P(OCC)(OCC)=O)[CH2:5][CH3:6].[H-].[Na+].[C:18]([O:22][C:23]([C:25]1[S:26][C:27]([CH:30]=O)=[CH:28][CH:29]=1)=[O:24])([CH3:21])([CH3:20])[CH3:19]. The catalyst is O1CCCC1. The product is [C:18]([O:22][C:23]([C:25]1[S:26][C:27](/[CH:30]=[C:4](/[C:3]([O:2][CH3:1])=[O:15])\[CH2:5][CH3:6])=[CH:28][CH:29]=1)=[O:24])([CH3:21])([CH3:20])[CH3:19]. The yield is 0.800.